From a dataset of Forward reaction prediction with 1.9M reactions from USPTO patents (1976-2016). Predict the product of the given reaction. (1) Given the reactants Cl.[CH2:2]([O:4][C:5](=[O:9])[CH2:6][CH2:7][NH2:8])[CH3:3].C(N([CH2:15][CH3:16])CC)C.C([CH:19]([C:23](Cl)=[O:24])[C:20](Cl)=[O:21])C.C(=O)([O-])[O-:27].[K+].[K+], predict the reaction product. The product is: [O:24]=[C:23]([NH:8][CH2:7][CH2:6][C:5]([O:4][CH2:2][CH3:3])=[O:9])[CH2:19][C:20]([O:21][CH2:15][CH3:16])=[O:27]. (2) Given the reactants Cl[C:2]1[C:7]([N+:8]([O-:10])=[O:9])=[CH:6][C:5]([CH3:11])=[CH:4][N:3]=1.[NH2:12][C:13]1[CH:18]=[CH:17][C:16]([CH2:19][CH2:20][OH:21])=[CH:15][CH:14]=1, predict the reaction product. The product is: [CH3:11][C:5]1[CH:6]=[C:7]([N+:8]([O-:10])=[O:9])[C:2]([NH:12][C:13]2[CH:18]=[CH:17][C:16]([CH2:19][CH2:20][OH:21])=[CH:15][CH:14]=2)=[N:3][CH:4]=1. (3) Given the reactants N#N.[NH2:3][C:4]1[CH:5]=[N:6][CH:7]=[C:8]([F:10])[CH:9]=1.[Br:11]N1C(=O)CCC1=O, predict the reaction product. The product is: [NH2:3][C:4]1[CH:9]=[C:8]([F:10])[C:7]([Br:11])=[N:6][CH:5]=1. (4) Given the reactants [Cl:1][C:2]1[CH:3]=[C:4]([N:9]2[C:13](=[O:14])[C@@:12]3([C@H:18]([C:19]4[CH:26]=[CH:25][C:22]([C:23]#[N:24])=[CH:21][CH:20]=4)[CH2:17][NH:16][CH2:15]3)[N:11]([CH3:27])[C:10]2=[O:28])[CH:5]=[C:6]([Cl:8])[CH:7]=1.Cl[S:30]([C:33]1[CH:34]=[C:35]([CH:39]=[CH:40][CH:41]=1)[C:36]([OH:38])=[O:37])(=[O:32])=[O:31].C(=O)(O)[O-].[Na+], predict the reaction product. The product is: [C:23]([C:22]1[CH:21]=[CH:20][C:19]([C@H:18]2[C@:12]3([N:11]([CH3:27])[C:10](=[O:28])[N:9]([C:4]4[CH:5]=[C:6]([Cl:8])[CH:7]=[C:2]([Cl:1])[CH:3]=4)[C:13]3=[O:14])[CH2:15][N:16]([S:30]([C:33]3[CH:34]=[C:35]([CH:39]=[CH:40][CH:41]=3)[C:36]([OH:38])=[O:37])(=[O:32])=[O:31])[CH2:17]2)=[CH:26][CH:25]=1)#[N:24]. (5) Given the reactants C([C:4]1C=C(OC)[CH:7]=[CH:6][C:5]=1[NH:12][C:13](=[O:17])[O:14][CH2:15][CH3:16])(=O)C.[CH3:18][Mg]I.[Cl-].[NH4+].[CH2:23]([O:25][CH2:26][CH3:27])C, predict the reaction product. The product is: [CH3:23][O:25][C:26]1[CH:27]=[CH:4][C:5]2[O:12][C:13](=[O:17])[NH:14][C:15]([CH3:16])([CH3:18])[C:6]=2[CH:7]=1. (6) Given the reactants C1([O:7][C:8]2C=CC=CC=2)C=CC=CC=1.[N:14](CCCC)(CCCC)CCCC.[C:27](/[C:29](/[C:36]1[S:37][CH:38]=[CH:39][CH:40]=1)=[CH:30]/C(N=[N+]=[N-])=O)#[N:28].N#N, predict the reaction product. The product is: [O:7]=[C:8]1[C:40]2[CH:39]=[CH:38][S:37][C:36]=2[C:29]([C:27]#[N:28])=[CH:30][NH:14]1. (7) Given the reactants [CH2:1]([O:8][CH2:9][CH2:10][CH2:11][O:12][C:13]1[CH:18]=[CH:17][CH:16]=[C:15]([CH:19]=[O:20])[C:14]=1OS(C(F)(F)F)(=O)=O)[C:2]1[CH:7]=[CH:6][CH:5]=[CH:4][CH:3]=1.[B:29]1([B:29]2[O:33][C:32]([CH3:35])([CH3:34])[C:31]([CH3:37])([CH3:36])[O:30]2)[O:33][C:32]([CH3:35])([CH3:34])[C:31]([CH3:37])([CH3:36])[O:30]1.CC([O-])=O.[K+].OC(C(O)(C)C)(C)C, predict the reaction product. The product is: [CH2:1]([O:8][CH2:9][CH2:10][CH2:11][O:12][C:13]1[C:14]([B:29]2[O:33][C:32]([CH3:35])([CH3:34])[C:31]([CH3:37])([CH3:36])[O:30]2)=[C:15]([CH:16]=[CH:17][CH:18]=1)[CH:19]=[O:20])[C:2]1[CH:7]=[CH:6][CH:5]=[CH:4][CH:3]=1. (8) Given the reactants [NH2:1][CH:2]([CH2:20][CH2:21][C:22]([O:24]C)=[O:23])[CH2:3][C:4]1[C:12]2[C:7](=[CH:8][CH:9]=[C:10]([O:13][CH3:14])[CH:11]=2)[NH:6][C:5]=1[C:15]([O:17][CH2:18][CH3:19])=[O:16], predict the reaction product. The product is: [NH2:1][CH:2]([CH2:3][C:4]1[C:12]2[C:7](=[CH:8][CH:9]=[C:10]([O:13][CH3:14])[CH:11]=2)[NH:6][C:5]=1[C:15]([O:17][CH2:18][CH3:19])=[O:16])[CH2:20][CH2:21][C:22]([OH:24])=[O:23]. (9) Given the reactants C[O:2][C:3]([C:5]1[N:6]=[C:7]2[CH:12]=[CH:11][C:10]([Cl:13])=[N:9][N:8]2[C:14]=1[CH3:15])=[O:4].O.[OH-].[Li+], predict the reaction product. The product is: [Cl:13][C:10]1[CH:11]=[CH:12][C:7]2[N:8]([C:14]([CH3:15])=[C:5]([C:3]([OH:4])=[O:2])[N:6]=2)[N:9]=1. (10) Given the reactants [CH3:1][C:2]1([CH3:20])[CH2:7][O:6][B:5]([C:8]2[CH:13]=[CH:12][C:11]([CH2:14][CH2:15][CH2:16][C:17](O)=O)=[CH:10][CH:9]=2)[O:4][CH2:3]1.BrC1C=CC(CCCC[C:32]([OH:34])=[O:33])=CC=1.CC1(C)COB(B2OCC(C)(C)CO2)OC1, predict the reaction product. The product is: [CH3:1][C:2]1([CH3:20])[CH2:7][O:6][B:5]([C:8]2[CH:13]=[CH:12][C:11]([CH2:14][CH2:15][CH2:16][CH2:17][C:32]([OH:34])=[O:33])=[CH:10][CH:9]=2)[O:4][CH2:3]1.